From a dataset of Forward reaction prediction with 1.9M reactions from USPTO patents (1976-2016). Predict the product of the given reaction. Given the reactants [NH2:1][C@@H:2]([CH2:5][CH3:6])[CH2:3][OH:4].Cl[C:8]1[C:21]2[C:20](=[O:22])[C:19]3[C:14](=[CH:15][CH:16]=[CH:17][CH:18]=3)[C:13](=[O:23])[C:12]=2[CH:11]=[CH:10][CH:9]=1, predict the reaction product. The product is: [CH2:5]([C@H:2]([NH:1][C:15]1[C:14]2[C:13](=[O:23])[C:12]3[C:21](=[CH:8][CH:9]=[CH:10][CH:11]=3)[C:20](=[O:22])[C:19]=2[CH:18]=[CH:17][CH:16]=1)[CH2:3][OH:4])[CH3:6].